From a dataset of NCI-60 drug combinations with 297,098 pairs across 59 cell lines. Regression. Given two drug SMILES strings and cell line genomic features, predict the synergy score measuring deviation from expected non-interaction effect. (1) Drug 2: C(CN)CNCCSP(=O)(O)O. Synergy scores: CSS=0.837, Synergy_ZIP=2.85, Synergy_Bliss=4.11, Synergy_Loewe=-4.32, Synergy_HSA=-4.59. Cell line: COLO 205. Drug 1: C1CCC(C1)C(CC#N)N2C=C(C=N2)C3=C4C=CNC4=NC=N3. (2) Drug 1: CC12CCC3C(C1CCC2O)C(CC4=C3C=CC(=C4)O)CCCCCCCCCS(=O)CCCC(C(F)(F)F)(F)F. Drug 2: C1=NC2=C(N=C(N=C2N1C3C(C(C(O3)CO)O)F)Cl)N. Cell line: SF-539. Synergy scores: CSS=0.804, Synergy_ZIP=1.21, Synergy_Bliss=1.01, Synergy_Loewe=-2.31, Synergy_HSA=-2.55. (3) Drug 1: C1C(C(OC1N2C=C(C(=O)NC2=O)F)CO)O. Drug 2: CCCCC(=O)OCC(=O)C1(CC(C2=C(C1)C(=C3C(=C2O)C(=O)C4=C(C3=O)C=CC=C4OC)O)OC5CC(C(C(O5)C)O)NC(=O)C(F)(F)F)O. Cell line: U251. Synergy scores: CSS=47.4, Synergy_ZIP=-6.75, Synergy_Bliss=-7.12, Synergy_Loewe=-6.77, Synergy_HSA=-4.06. (4) Drug 1: C1=NC2=C(N=C(N=C2N1C3C(C(C(O3)CO)O)F)Cl)N. Drug 2: B(C(CC(C)C)NC(=O)C(CC1=CC=CC=C1)NC(=O)C2=NC=CN=C2)(O)O. Cell line: HCT-15. Synergy scores: CSS=61.9, Synergy_ZIP=-3.31, Synergy_Bliss=-8.33, Synergy_Loewe=-11.0, Synergy_HSA=-6.89.